Predict which catalyst facilitates the given reaction. From a dataset of Catalyst prediction with 721,799 reactions and 888 catalyst types from USPTO. (1) Reactant: [F:1][C:2]([F:15])([F:14])[S:3]([C:6]1[CH:13]=[CH:12][C:9]([C:10]#[N:11])=[CH:8][CH:7]=1)(=[O:5])=[O:4].B.C1COCC1. Product: [F:14][C:2]([F:1])([F:15])[S:3]([C:6]1[CH:7]=[CH:8][C:9]([CH2:10][NH2:11])=[CH:12][CH:13]=1)(=[O:4])=[O:5]. The catalyst class is: 1. (2) Reactant: [CH:1]1([NH2:6])[CH2:5][CH2:4][CH2:3][CH2:2]1.Cl[C:8]1[CH:13]=[CH:12][C:11]([N+:14]([O-:16])=[O:15])=[CH:10][N:9]=1. Product: [CH:1]1([NH:6][C:8]2[CH:13]=[CH:12][C:11]([N+:14]([O-:16])=[O:15])=[CH:10][N:9]=2)[CH2:5][CH2:4][CH2:3][CH2:2]1. The catalyst class is: 3. (3) Reactant: Cl[C:2]1[N:7]=[C:6]([Cl:8])[N:5]=[C:4]([N:9]2[CH2:14][CH2:13][O:12][CH2:11][CH2:10]2)[N:3]=1.[CH3:15][N:16]1[CH2:21][CH2:20][NH:19][CH2:18][CH2:17]1. Product: [Cl:8][C:6]1[N:7]=[C:2]([N:19]2[CH2:20][CH2:21][N:16]([CH3:15])[CH2:17][CH2:18]2)[N:3]=[C:4]([N:9]2[CH2:14][CH2:13][O:12][CH2:11][CH2:10]2)[N:5]=1. The catalyst class is: 4. (4) Reactant: [NH2:1][C:2]1[N:3]=[CH:4][C:5]([N:17]2[CH2:22][CH2:21][N:20](C(OC(C)(C)C)=O)[CH2:19][CH2:18]2)=[N:6][C:7]=1[C:8](=[O:16])[NH:9][C:10]1[CH:15]=[CH:14][CH:13]=[CH:12][N:11]=1.C(O)(C(F)(F)F)=O. Product: [NH2:1][C:2]1[C:7]([C:8]([NH:9][C:10]2[CH:15]=[CH:14][CH:13]=[CH:12][N:11]=2)=[O:16])=[N:6][C:5]([N:17]2[CH2:18][CH2:19][NH:20][CH2:21][CH2:22]2)=[CH:4][N:3]=1. The catalyst class is: 512.